This data is from Catalyst prediction with 721,799 reactions and 888 catalyst types from USPTO. The task is: Predict which catalyst facilitates the given reaction. (1) Product: [Cl:20][C:21]1[CH:26]=[CH:25][C:24]([CH2:27][C:28]([NH:15][CH2:14][CH:8]2[O:9][CH2:10][C:11]([CH3:13])([CH3:12])[N:6]([CH2:5][C:4]3[CH:16]=[CH:17][C:18]([Cl:19])=[C:2]([Cl:1])[CH:3]=3)[CH2:7]2)=[O:29])=[CH:23][CH:22]=1. Reactant: [Cl:1][C:2]1[CH:3]=[C:4]([CH:16]=[CH:17][C:18]=1[Cl:19])[CH2:5][N:6]1[C:11]([CH3:13])([CH3:12])[CH2:10][O:9][CH:8]([CH2:14][NH2:15])[CH2:7]1.[Cl:20][C:21]1[CH:26]=[CH:25][C:24]([CH2:27][C:28](O)=[O:29])=[CH:23][CH:22]=1. The catalyst class is: 60. (2) Reactant: FC(F)(F)C(O)=O.[F:8][C:9]([F:27])([F:26])[C:10]1[CH:15]=[CH:14][CH:13]=[CH:12][C:11]=1[CH2:16][NH:17][C:18]([CH:20]1[CH2:25][CH2:24][NH:23][CH2:22][CH2:21]1)=[O:19].C(N(CC)CC)C.Cl[C:36]1[N:41]=[C:40]([N:42]([CH3:44])[CH3:43])[CH:39]=[C:38]([CH3:45])[N:37]=1. Product: [CH3:43][N:42]([CH3:44])[C:40]1[CH:39]=[C:38]([CH3:45])[N:37]=[C:36]([N:23]2[CH2:24][CH2:25][CH:20]([C:18]([NH:17][CH2:16][C:11]3[CH:12]=[CH:13][CH:14]=[CH:15][C:10]=3[C:9]([F:8])([F:26])[F:27])=[O:19])[CH2:21][CH2:22]2)[N:41]=1. The catalyst class is: 8. (3) The catalyst class is: 12. Reactant: Br[C:2]1[C:3]([CH3:21])=[N:4][N:5]([CH2:14][C:15]2[CH:16]=[N:17][CH:18]=[CH:19][CH:20]=2)[C:6]=1[C:7]1[CH:12]=[CH:11][C:10]([F:13])=[CH:9][CH:8]=1.CC1(C)C(C)(C)OB([C:30]2[CH:31]=[CH:32][C:33]3[O:38][CH2:37][C:36](=[O:39])[NH:35][C:34]=3[CH:40]=2)O1.C(=O)([O-])[O-].[Cs+].[Cs+]. Product: [F:13][C:10]1[CH:11]=[CH:12][C:7]([C:6]2[N:5]([CH2:14][C:15]3[CH:16]=[N:17][CH:18]=[CH:19][CH:20]=3)[N:4]=[C:3]([CH3:21])[C:2]=2[C:30]2[CH:31]=[CH:32][C:33]3[O:38][CH2:37][C:36](=[O:39])[NH:35][C:34]=3[CH:40]=2)=[CH:8][CH:9]=1. (4) Reactant: [CH2:1]([CH:8]1[CH2:13][CH2:12][N:11]([C:14](=[O:18])[C:15]([OH:17])=O)[CH2:10][CH2:9]1)[C:2]1[CH:7]=[CH:6][CH:5]=[CH:4][CH:3]=1.[NH2:19][C:20]1[CH:29]=[CH:28][C:23]2[NH:24][C:25](=[O:27])[NH:26][C:22]=2[CH:21]=1. Product: [CH2:1]([CH:8]1[CH2:9][CH2:10][N:11]([C:14](=[O:18])[C:15]([NH:19][C:20]2[CH:29]=[CH:28][C:23]3[NH:24][C:25](=[O:27])[NH:26][C:22]=3[CH:21]=2)=[O:17])[CH2:12][CH2:13]1)[C:2]1[CH:3]=[CH:4][CH:5]=[CH:6][CH:7]=1. The catalyst class is: 6. (5) Reactant: C([NH:3][C@@H:4]([CH2:8][C:9]1[CH:14]=CC=CC=1)[C:5]([OH:7])=[O:6])C.[C:15](=[O:18])([O-:17])[O-].[K+].[K+].C(=O)(ON1C(=O)CCC1=O)O[CH2:23][CH:24]1[C:36]2[CH:35]=[CH:34][CH:33]=[CH:32][C:31]=2[C:30]2[C:25]1=[CH:26][CH:27]=[CH:28][CH:29]=2.S(=O)(=O)(O)[O-].[K+].[O:52]1CCO[CH2:54][CH2:53]1. Product: [CH:29]1[C:30]2[CH:35]([CH2:34][O:17][C:15]([N:3]3[CH2:14][C@H:9]([O:52][CH2:53][CH3:54])[CH2:8][C@H:4]3[C:5]([OH:7])=[O:6])=[O:18])[C:36]3[C:24](=[CH:23][CH:33]=[CH:32][CH:31]=3)[C:25]=2[CH:26]=[CH:27][CH:28]=1. The catalyst class is: 6. (6) Reactant: C([O:9][CH:10]1[O:42][C@@H:41]([CH3:43])[C@H:31]([O:32][C:33](=[O:40])[C:34]2[CH:39]=[CH:38][CH:37]=[CH:36][CH:35]=2)[C@@H:21]([O:22][C:23](=[O:30])[C:24]2[CH:29]=[CH:28][CH:27]=[CH:26][CH:25]=2)[C@H:11]1[O:12][C:13](=[O:20])[C:14]1[CH:19]=[CH:18][CH:17]=[CH:16][CH:15]=1)(=O)C1C=CC=CC=1. Product: [C:13]([O:12][C@@H:11]1[C@H:21]([O:22][C:23](=[O:30])[C:24]2[CH:29]=[CH:28][CH:27]=[CH:26][CH:25]=2)[C@@H:31]([O:32][C:33](=[O:40])[C:34]2[CH:35]=[CH:36][CH:37]=[CH:38][CH:39]=2)[C@H:41]([CH3:43])[O:42][CH:10]1[OH:9])(=[O:20])[C:14]1[CH:19]=[CH:18][CH:17]=[CH:16][CH:15]=1. The catalyst class is: 92.